Dataset: Peptide-MHC class II binding affinity with 134,281 pairs from IEDB. Task: Regression. Given a peptide amino acid sequence and an MHC pseudo amino acid sequence, predict their binding affinity value. This is MHC class II binding data. (1) The peptide sequence is EKKYFAATQFEWLAA. The MHC is HLA-DQA10501-DQB10201 with pseudo-sequence HLA-DQA10501-DQB10201. The binding affinity (normalized) is 0.538. (2) The peptide sequence is NDKPFQNVNRITYGA. The MHC is DRB3_0101 with pseudo-sequence DRB3_0101. The binding affinity (normalized) is 0.